This data is from TCR-epitope binding with 47,182 pairs between 192 epitopes and 23,139 TCRs. The task is: Binary Classification. Given a T-cell receptor sequence (or CDR3 region) and an epitope sequence, predict whether binding occurs between them. The epitope is VTIAEILLI. The TCR CDR3 sequence is CASSLVNTGELFF. Result: 0 (the TCR does not bind to the epitope).